This data is from Full USPTO retrosynthesis dataset with 1.9M reactions from patents (1976-2016). The task is: Predict the reactants needed to synthesize the given product. (1) Given the product [C:1]12([NH:11][CH2:21][C:13]3[NH:14][C:15]4[CH:20]=[CH:19][CH:18]=[CH:17][C:16]=4[N:12]=3)[CH2:8][CH:7]3[CH2:6][CH:5]([CH2:4][CH:3]([CH2:9]3)[CH2:2]1)[CH2:10]2, predict the reactants needed to synthesize it. The reactants are: [C:1]12([NH2:11])[CH2:10][CH:5]3[CH2:6][CH:7]([CH2:9][CH:3]([CH2:4]3)[CH2:2]1)[CH2:8]2.[NH:12]1[C:16]2[CH:17]=[CH:18][CH:19]=[CH:20][C:15]=2[N:14]=[C:13]1[CH:21]=O. (2) Given the product [C:1]([O:4][C:5]1[CH:6]=[C:7]2[C:12](=[CH:13][CH:14]=1)[CH:11]=[C:10]([C:15]([Cl:20])=[O:17])[CH:9]=[CH:8]2)(=[O:3])[CH3:2], predict the reactants needed to synthesize it. The reactants are: [C:1]([O:4][C:5]1[CH:6]=[C:7]2[C:12](=[CH:13][CH:14]=1)[CH:11]=[C:10]([C:15]([OH:17])=O)[CH:9]=[CH:8]2)(=[O:3])[CH3:2].S(Cl)([Cl:20])=O. (3) Given the product [Cl:1][C:2]1[CH:3]=[C:4]([CH:42]=[CH:43][CH:44]=1)[CH2:5][N:6]1[C:14]2[C:9](=[CH:10][C:47]([O:48][CH2:49][CH2:45][N:51]([CH3:52])[CH3:50])=[CH:46][CH:13]=2)[C:8]([S:29]([C:32]2[C:41]3[C:36](=[CH:37][CH:38]=[CH:39][CH:40]=3)[CH:35]=[CH:34][CH:33]=2)(=[O:31])=[O:30])=[N:7]1, predict the reactants needed to synthesize it. The reactants are: [Cl:1][C:2]1[CH:3]=[C:4]([CH:42]=[CH:43][CH:44]=1)[CH2:5][N:6]1[C:14]2[C:9](=[CH:10]C(OCCOS(C3C=CC(C)=CC=3)(=O)=O)=C[CH:13]=2)[C:8]([S:29]([C:32]2[C:41]3[C:36](=[CH:37][CH:38]=[CH:39][CH:40]=3)[CH:35]=[CH:34][CH:33]=2)(=[O:31])=[O:30])=[N:7]1.[CH2:45]1[CH2:49][O:48][CH2:47][CH2:46]1.[CH3:50][NH:51][CH3:52]. (4) Given the product [F:30][C:27]1([F:29])[CH2:28][CH:25]([C:23]2[O:22][N:21]=[C:20]([C:18]3[CH:17]=[CH:16][C:15]([CH3:31])=[C:14]([NH:13][C:11]([C:8]4[N:5]5[CH:6]=[CH:7][C:2]([N:84]6[CH2:89][CH2:88][O:87][CH2:86][CH2:85]6)=[CH:3][C:4]5=[N:10][CH:9]=4)=[O:12])[CH:19]=3)[N:24]=2)[CH2:26]1, predict the reactants needed to synthesize it. The reactants are: Br[C:2]1[CH:7]=[CH:6][N:5]2[C:8]([C:11]([NH:13][C:14]3[CH:19]=[C:18]([C:20]4[N:24]=[C:23]([CH:25]5[CH2:28][C:27]([F:30])([F:29])[CH2:26]5)[O:22][N:21]=4)[CH:17]=[CH:16][C:15]=3[CH3:31])=[O:12])=[CH:9][N:10]=[C:4]2[CH:3]=1.C1C=CC(P(C2C(C3C(P(C4C=CC=CC=4)C4C=CC=CC=4)=CC=C4C=3C=CC=C4)=C3C(C=CC=C3)=CC=2)C2C=CC=CC=2)=CC=1.CC([O-])(C)C.[Na+].[NH:84]1[CH2:89][CH2:88][O:87][CH2:86][CH2:85]1.